Dataset: Experimentally validated miRNA-target interactions with 360,000+ pairs, plus equal number of negative samples. Task: Binary Classification. Given a miRNA mature sequence and a target amino acid sequence, predict their likelihood of interaction. (1) The protein sequence of the target gene is MEGECRVLSIQSHVVRGYVGNRAAMFPLQVLGFEVDAVNSVQFSNHTGYAHWKGQVLKSQELHELYEGLKVNDVNKYDYVLTGYTRDKSFLAMVVDIVRELKQQNSRLVYVCDPVMGDKWNGEGSMYVPQDLLPVYRDKVVPVADIITPNQFEAELLSGRKIHSQEEAFEVMDMLHCMGPDTVVITSSDLPSSQGSDYLIALGSQRMRKPDGSTVTQRIRMEMRKVEAVFVGTGDLFAAMLLAWTHKHPDNLKVACEKTVSAMQHVLQRTIRCAKAEAGEGQKPSPAQLELRMVQSKRDI.... The miRNA is hsa-miR-5591-5p with sequence UGGGAGCUAAGCUAUGGGUAU. Result: 0 (no interaction). (2) The miRNA is hsa-miR-3202 with sequence UGGAAGGGAGAAGAGCUUUAAU. The protein sequence of the target gene is MAPSRLQLGLRAAYSGISSVAGFSIFLVWTVVYRQPGTAAMGGLAGVLALWVLVTHVMYMQDYWRTWLKGLRGFFFVGVLFSAVSIAAFCTFLVLAITRHQSLTDPTSYYLSSVWSFISFKWAFLLSLYAHRYRADFADISILSDF. Result: 1 (interaction).